From a dataset of Forward reaction prediction with 1.9M reactions from USPTO patents (1976-2016). Predict the product of the given reaction. (1) Given the reactants [C:1]([C:4]1[C:12]2[C:7](=[CH:8][CH:9]=[C:10]([C:13]3[CH:18]=[CH:17][C:16]([N:19]4[CH2:24][CH2:23][O:22][CH2:21][CH2:20]4)=[CH:15][CH:14]=3)[CH:11]=2)[N:6]([CH2:25][C:26](O)=[O:27])[N:5]=1)(=[O:3])[NH2:2].CCN(C(C)C)C(C)C.Cl.[Br:39][C:40]1[N:45]=[C:44]([NH:46][C:47]([C@@H:49]2[CH2:53][C@@H:52]([F:54])[CH2:51][NH:50]2)=[O:48])[CH:43]=[CH:42][CH:41]=1.CN(C(ON1N=NC2C=CC=NC1=2)=[N+](C)C)C.F[P-](F)(F)(F)(F)F, predict the reaction product. The product is: [Br:39][C:40]1[N:45]=[C:44]([NH:46][C:47]([C@@H:49]2[CH2:53][C@@H:52]([F:54])[CH2:51][N:50]2[C:26](=[O:27])[CH2:25][N:6]2[C:7]3[C:12](=[CH:11][C:10]([C:13]4[CH:18]=[CH:17][C:16]([N:19]5[CH2:20][CH2:21][O:22][CH2:23][CH2:24]5)=[CH:15][CH:14]=4)=[CH:9][CH:8]=3)[C:4]([C:1]([NH2:2])=[O:3])=[N:5]2)=[O:48])[CH:43]=[CH:42][CH:41]=1. (2) Given the reactants [C:1]([NH:9][C:10]1[S:11][CH2:12][C@@H:13]2[CH2:19][C@H:18]([C:20]([NH:22][CH2:23][CH:24](OC)OC)=[O:21])[O:17][CH2:16][C@:14]2([C:29]2[CH:34]=[CH:33][C:32]([F:35])=[CH:31][C:30]=2[F:36])[N:15]=1)(=[O:8])[C:2]1[CH:7]=[CH:6][CH:5]=[CH:4][CH:3]=1.[OH:37][N:38]=C(N)C, predict the reaction product. The product is: [C:1]([NH:9][C:10]1[S:11][CH2:12][C@@H:13]2[CH2:19][C@H:18]([C:20]([NH:22][C:23](=[N:38][OH:37])[CH3:24])=[O:21])[O:17][CH2:16][C@:14]2([C:29]2[CH:34]=[CH:33][C:32]([F:35])=[CH:31][C:30]=2[F:36])[N:15]=1)(=[O:8])[C:2]1[CH:3]=[CH:4][CH:5]=[CH:6][CH:7]=1. (3) Given the reactants C[O:2][C:3](=[O:34])[CH2:4][CH2:5][C:6]1[CH:7]=[C:8]2[C:12](=[CH:13][CH:14]=1)[N:11]([S:15]([C:18]1[S:19][C:20]([C:23]3[CH:28]=[CH:27][CH:26]=[C:25]([O:29][C:30]([F:33])([F:32])[F:31])[CH:24]=3)=[CH:21][CH:22]=1)(=[O:17])=[O:16])[CH:10]=[CH:9]2.[OH-].[Li+].C(OCC)(=O)C.Cl, predict the reaction product. The product is: [F:33][C:30]([F:31])([F:32])[O:29][C:25]1[CH:24]=[C:23]([C:20]2[S:19][C:18]([S:15]([N:11]3[C:12]4[C:8](=[CH:7][C:6]([CH2:5][CH2:4][C:3]([OH:34])=[O:2])=[CH:14][CH:13]=4)[CH:9]=[CH:10]3)(=[O:17])=[O:16])=[CH:22][CH:21]=2)[CH:28]=[CH:27][CH:26]=1. (4) The product is: [C:42]([N:22]1[CH2:21][CH2:20][C:19]([CH2:18][CH2:17][N:16]2[C@H:14]3[CH2:13][CH2:12][C@@H:11]2[CH2:10][CH:9]([N:8]2[C:7]4[CH:31]=[CH:32][CH:33]=[CH:34][C:6]=4[N:5]=[C:4]2[CH3:3])[CH2:15]3)([C:25]2[CH:30]=[CH:29][CH:28]=[CH:27][CH:26]=2)[CH2:24][CH2:23]1)(=[O:49])[C:43]1[CH:48]=[CH:47][CH:46]=[CH:45][CH:44]=1. Given the reactants Cl.Cl.[CH3:3][C:4]1[N:8]([CH:9]2[CH2:15][CH:14]3[N:16]([CH2:17][CH2:18][C:19]4([C:25]5[CH:30]=[CH:29][CH:28]=[CH:27][CH:26]=5)[CH2:24][CH2:23][NH:22][CH2:21][CH2:20]4)[CH:11]([CH2:12][CH2:13]3)[CH2:10]2)[C:7]2[CH:31]=[CH:32][CH:33]=[CH:34][C:6]=2[N:5]=1.C(N(CC)CC)C.[C:42](Cl)(=[O:49])[C:43]1[CH:48]=[CH:47][CH:46]=[CH:45][CH:44]=1, predict the reaction product. (5) Given the reactants [O:1]=[C:2]1[O:6][C@H:5]([C:7]([OH:9])=O)[CH2:4][CH2:3]1.CN(C=O)C.C(Cl)(=O)C([Cl:18])=O, predict the reaction product. The product is: [O:1]=[C:2]1[O:6][C@H:5]([C:7]([Cl:18])=[O:9])[CH2:4][CH2:3]1. (6) Given the reactants FC(F)(F)S(O[C:7]1[CH:15]=[CH:14][C:13]([C:16]2[N:17]([C:32]([O:34][C:35]([CH3:38])([CH3:37])[CH3:36])=[O:33])[C:18]3[C:23]([CH:24]=2)=[CH:22][C:21]([CH2:25][N:26]2[CH2:31][CH2:30][CH2:29][CH2:28][CH2:27]2)=[CH:20][CH:19]=3)=[C:12]2[C:8]=1[CH2:9][NH:10][C:11]2=[O:39])(=O)=O.[CH2:42]([O:45][CH3:46])[C:43]#[CH:44], predict the reaction product. The product is: [CH3:46][O:45][CH2:42][C:43]#[C:44][C:7]1[CH:15]=[CH:14][C:13]([C:16]2[N:17]([C:32]([O:34][C:35]([CH3:38])([CH3:36])[CH3:37])=[O:33])[C:18]3[C:23]([CH:24]=2)=[CH:22][C:21]([CH2:25][N:26]2[CH2:27][CH2:28][CH2:29][CH2:30][CH2:31]2)=[CH:20][CH:19]=3)=[C:12]2[C:8]=1[CH2:9][NH:10][C:11]2=[O:39]. (7) Given the reactants N[C:2]1[C:10]2[C:5](=[N:6][C:7]([C:11]3[CH:12]=[C:13]([CH:20]=[CH:21][C:22]=3[CH3:23])[C:14]([NH:16][CH:17]3[CH2:19][CH2:18]3)=[O:15])=[CH:8][CH:9]=2)[NH:4][N:3]=1.[NH2:24][C:25]1[C:26](C)=CC(C2C=C(C=C(F)C=2C)C(NC2CC2)=O)=N[CH:30]=1.C(O)(=O)C, predict the reaction product. The product is: [CH:17]1([NH:16][C:14](=[O:15])[C:13]2[CH:20]=[CH:21][C:22]([CH3:23])=[C:11]([C:7]3[N:6]=[C:5]4[N:4]([NH:24][CH:25]([CH3:26])[CH3:30])[N:3]=[CH:2][C:10]4=[CH:9][CH:8]=3)[CH:12]=2)[CH2:19][CH2:18]1. (8) Given the reactants [F:1][C:2]1[CH:3]=[C:4]([C:9]2[N:14]3[N:15]=[C:16]([CH3:19])[C:17](I)=[C:13]3[N:12]=[C:11]([N:20]3[CH2:24][CH2:23][CH2:22][C@H:21]3[CH2:25][OH:26])[CH:10]=2)[CH:5]=[CH:6][C:7]=1[F:8].[CH3:27][O:28][C:29]1[CH:34]=[CH:33][C:32](B(O)O)=[CH:31][CH:30]=1.C1(C)C=CC=CC=1.C([O-])(O)=O.[Na+], predict the reaction product. The product is: [F:1][C:2]1[CH:3]=[C:4]([C:9]2[N:14]3[N:15]=[C:16]([CH3:19])[C:17]([C:32]4[CH:33]=[CH:34][C:29]([O:28][CH3:27])=[CH:30][CH:31]=4)=[C:13]3[N:12]=[C:11]([N:20]3[CH2:24][CH2:23][CH2:22][C@H:21]3[CH2:25][OH:26])[CH:10]=2)[CH:5]=[CH:6][C:7]=1[F:8].